Dataset: Peptide-MHC class I binding affinity with 185,985 pairs from IEDB/IMGT. Task: Regression. Given a peptide amino acid sequence and an MHC pseudo amino acid sequence, predict their binding affinity value. This is MHC class I binding data. (1) The binding affinity (normalized) is 0.0847. The MHC is HLA-A24:03 with pseudo-sequence HLA-A24:03. The peptide sequence is KQLDIQYLK. (2) The peptide sequence is QQFANVISK. The MHC is HLA-A11:01 with pseudo-sequence HLA-A11:01. The binding affinity (normalized) is 0.920. (3) The peptide sequence is KTAVQMAVF. The MHC is HLA-B46:01 with pseudo-sequence HLA-B46:01. The binding affinity (normalized) is 0.529. (4) The peptide sequence is SIGFEARIV. The MHC is HLA-A02:01 with pseudo-sequence HLA-A02:01. The binding affinity (normalized) is 0.178.